The task is: Binary Classification. Given a drug SMILES string, predict its activity (active/inactive) in a high-throughput screening assay against a specified biological target.. This data is from Serine/threonine kinase 33 screen with 319,792 compounds. (1) The drug is S(=O)(=O)(Nc1sc2c(n1)cccc2)c1cc([N+]([O-])=O)c(cc1)C. The result is 0 (inactive). (2) The drug is S(c1nc2c(n3c1nnc3)cccc2)CC=C. The result is 0 (inactive). (3) The drug is S(=O)(=O)(N1CCN(CC1)C(=O)C)c1cc(ccc1)C(OCN1C(=O)c2c(C1=O)cccc2)=O. The result is 0 (inactive). (4) The drug is Brc1sc(S(=O)(=O)N2CCCN(CC2)CC(=O)Nc2cc(cc(c2)C)C)cc1. The result is 0 (inactive). (5) The compound is S1\C(=C\c2c(O)cc(O)cc2)C(=O)NC1=O. The result is 1 (active). (6) The drug is S(=O)(=O)(N(S(=O)(=O)c1ccc(OC)cc1)n1c(n2nc(cc2C)C)nnc1C)c1ccc(OC)cc1. The result is 0 (inactive).